This data is from Forward reaction prediction with 1.9M reactions from USPTO patents (1976-2016). The task is: Predict the product of the given reaction. (1) Given the reactants [N:1]#[C:2]Br.[NH:4]1[CH2:8][CH2:7][N:6]=[C:5]1[C:9]1[C:14]([NH2:15])=[C:13]([O:16][CH3:17])[C:12]([O:18][CH2:19][CH2:20][CH2:21][N:22]2[CH2:27][CH2:26][O:25][CH2:24][CH2:23]2)=[CH:11][CH:10]=1, predict the reaction product. The product is: [CH3:17][O:16][C:13]1[C:14]2[N:15]=[C:2]([NH2:1])[N:4]3[CH2:8][CH2:7][N:6]=[C:5]3[C:9]=2[CH:10]=[CH:11][C:12]=1[O:18][CH2:19][CH2:20][CH2:21][N:22]1[CH2:27][CH2:26][O:25][CH2:24][CH2:23]1. (2) Given the reactants [NH2:1][C:2]1[CH:7]=[CH:6][C:5]([CH2:8][C:9]([O:11][CH2:12][CH3:13])=[O:10])=[C:4]([Cl:14])[CH:3]=1.C(N(CC)CC)C.Cl[C:23](Cl)([O:25]C(=O)OC(Cl)(Cl)Cl)Cl.[NH2:34][CH:35]1[CH2:40][CH2:39][CH2:38][CH2:37][CH:36]1[NH:41][C:42](=[O:48])[O:43][C:44]([CH3:47])([CH3:46])[CH3:45], predict the reaction product. The product is: [C:44]([O:43][C:42]([NH:41][CH:36]1[CH2:37][CH2:38][CH2:39][CH2:40][CH:35]1[NH:34][C:23](=[O:25])[NH:1][C:2]1[CH:7]=[CH:6][C:5]([CH2:8][C:9]([O:11][CH2:12][CH3:13])=[O:10])=[C:4]([Cl:14])[CH:3]=1)=[O:48])([CH3:45])([CH3:47])[CH3:46]. (3) Given the reactants ON1C2C=CC=CC=2N=N1.CCN=C=NCCCN(C)C.[CH3:22][C:23]1[CH:24]=[C:25]([NH:37][C:38]2[C:47]3[C:42](=[CH:43][CH:44]=[CH:45][C:46]=3[O:48][C@@H:49]([CH3:53])[C:50](O)=[O:51])[N:41]=[CH:40][N:39]=2)[CH:26]=[CH:27][C:28]=1[O:29][C:30]1[CH:31]=[N:32][C:33]([CH3:36])=[CH:34][CH:35]=1.[NH:54]1[CH2:59][CH2:58][O:57][CH2:56][CH2:55]1, predict the reaction product. The product is: [CH3:22][C:23]1[CH:24]=[C:25]([NH:37][C:38]2[C:47]3[C:42](=[CH:43][CH:44]=[CH:45][C:46]=3[O:48][C@@H:49]([CH3:53])[C:50]([N:54]3[CH2:59][CH2:58][O:57][CH2:56][CH2:55]3)=[O:51])[N:41]=[CH:40][N:39]=2)[CH:26]=[CH:27][C:28]=1[O:29][C:30]1[CH:31]=[N:32][C:33]([CH3:36])=[CH:34][CH:35]=1. (4) Given the reactants [C:1]([NH:8][CH2:9][CH2:10][NH:11][CH3:12])([O:3][C:4]([CH3:7])([CH3:6])[CH3:5])=[O:2].C(N(C)CCN)(OC(C)(C)C)=O.[CH:25](=O)[CH2:26][CH2:27][CH2:28][CH2:29][CH2:30][CH2:31][CH2:32][CH2:33][CH3:34].C([BH3-])#N.[Na+], predict the reaction product. The product is: [C:1]([NH:8][CH2:9][CH2:10][N:11]([CH2:25][CH2:26][CH2:27][CH2:28][CH2:29][CH2:30][CH2:31][CH2:32][CH2:33][CH3:34])[CH3:12])([O:3][C:4]([CH3:5])([CH3:6])[CH3:7])=[O:2]. (5) Given the reactants C(=O)([O-])[O-].[K+].[K+].Cl[C:8]1[N:13]=[CH:12][C:11]([C:14]#[N:15])=[CH:10][CH:9]=1.[CH3:16][C:17]1[N:18]=[CH:19][NH:20][CH:21]=1, predict the reaction product. The product is: [CH3:16][C:17]1[N:18]=[CH:19][N:20]([C:8]2[N:13]=[CH:12][C:11]([C:14]#[N:15])=[CH:10][CH:9]=2)[CH:21]=1. (6) Given the reactants [CH3:1][O:2][C:3](=[O:15])[CH2:4][C:5]1[C:10]([S:11][CH3:12])=[C:9](Cl)[N:8]=[C:7]([Cl:14])[N:6]=1.[NH:16]1[CH2:21][CH2:20][O:19][CH2:18][CH2:17]1, predict the reaction product. The product is: [CH3:1][O:2][C:3](=[O:15])[CH2:4][C:5]1[C:10]([S:11][CH3:12])=[C:9]([N:16]2[CH2:21][CH2:20][O:19][CH2:18][CH2:17]2)[N:8]=[C:7]([Cl:14])[N:6]=1. (7) The product is: [CH3:39][O:40][C:41](=[O:51])[C:42]1[CH:47]=[CH:46][C:45]([C:48]#[C:49][C:2]2[CH:3]=[C:4]([Cl:31])[C:5]([O:6][C:7]3[C:12]([C:13]([N:15]4[C:24]5[C:19](=[CH:20][CH:21]=[CH:22][CH:23]=5)[N:18]([CH:25]5[CH2:26][CH2:27]5)[CH2:17][CH2:16]4)=[O:14])=[CH:11][CH:10]=[CH:9][N:8]=3)=[CH:28][C:29]=2[Cl:30])=[CH:44][C:43]=1[Cl:50]. Given the reactants Br[C:2]1[C:29]([Cl:30])=[CH:28][C:5]([O:6][C:7]2[C:12]([C:13]([N:15]3[C:24]4[C:19](=[CH:20][CH:21]=[CH:22][CH:23]=4)[N:18]([CH:25]4[CH2:27][CH2:26]4)[CH2:17][CH2:16]3)=[O:14])=[CH:11][CH:10]=[CH:9][N:8]=2)=[C:4]([Cl:31])[CH:3]=1.C(N(CC)CC)C.[CH3:39][O:40][C:41](=[O:51])[C:42]1[CH:47]=[CH:46][C:45]([C:48]#[CH:49])=[CH:44][C:43]=1[Cl:50], predict the reaction product.